From a dataset of Full USPTO retrosynthesis dataset with 1.9M reactions from patents (1976-2016). Predict the reactants needed to synthesize the given product. (1) Given the product [CH3:1][C:2]([CH3:44])([CH2:6][C:7]1[N:11]([CH2:12][C:13]2[CH:14]=[CH:15][C:16]([C:46]3[N:47]=[CH:48][S:49][CH:50]=3)=[CH:17][CH:18]=2)[C:10]2[CH:28]=[CH:29][C:30]([O:32][CH2:33][C:34]3[CH:43]=[CH:42][C:41]4[C:36](=[CH:37][CH:38]=[CH:39][CH:40]=4)[N:35]=3)=[CH:31][C:9]=2[N:8]=1)[C:3]([OH:5])=[O:4], predict the reactants needed to synthesize it. The reactants are: [CH3:1][C:2]([CH3:44])([CH2:6][C:7]1[N:11]([CH2:12][C:13]2[CH:18]=[CH:17][C:16](B3OC(C)(C)C(C)(C)O3)=[CH:15][CH:14]=2)[C:10]2[CH:28]=[CH:29][C:30]([O:32][CH2:33][C:34]3[CH:43]=[CH:42][C:41]4[C:36](=[CH:37][CH:38]=[CH:39][CH:40]=4)[N:35]=3)=[CH:31][C:9]=2[N:8]=1)[C:3]([OH:5])=[O:4].Br[C:46]1[N:47]=[CH:48][S:49][CH:50]=1. (2) Given the product [Cl:1][C:2]1[N:7]=[C:6]([Cl:8])[N:5]=[C:4]2[N:9]([CH2:31][CH2:32][CH2:33][OH:34])[N:10]=[CH:11][C:3]=12, predict the reactants needed to synthesize it. The reactants are: [Cl:1][C:2]1[N:7]=[C:6]([Cl:8])[N:5]=[C:4]2[NH:9][N:10]=[CH:11][C:3]=12.C1C=CC(P(C2C=CC=CC=2)C2C=CC=CC=2)=CC=1.[CH2:31](O)[CH2:32][CH2:33][OH:34]. (3) The reactants are: [CH2:1]1[O:5][C@@H:4]2[C@@H:6]([OH:9])[CH2:7][O:8][C@@H:3]2[C@@H:2]1[OH:10].[C:11]([OH:20])(=O)[CH2:12][CH2:13][CH2:14][CH2:15][CH2:16][CH2:17][CH3:18]. Given the product [CH3:18][CH2:17][CH2:16][CH2:15][CH2:14][CH2:13][CH2:12][C:11]([O:10][C@H:2]1[C@H:3]2[O:8][CH2:7][C@H:6]([O:9][C:11]([CH2:12][CH2:13][CH2:14][CH2:15][CH2:16][CH2:17][CH3:18])=[O:20])[C@H:4]2[O:5][CH2:1]1)=[O:20], predict the reactants needed to synthesize it. (4) Given the product [C:1]([O:5][C:6]([NH:8][C@@H:9]([CH2:12][CH2:13][CH2:14][CH3:15])/[CH:10]=[CH:31]/[C:29]([O:28][CH2:27][C:26]1[CH:36]=[CH:37][CH:32]=[CH:33][CH:34]=1)=[O:30])=[O:7])([CH3:4])([CH3:3])[CH3:2], predict the reactants needed to synthesize it. The reactants are: [C:1]([O:5][C:6]([NH:8][CH:9]([CH2:12][CH2:13][CH2:14][CH3:15])[CH2:10]O)=[O:7])([CH3:4])([CH3:3])[CH3:2].[Na+].[Br-].[O-]Cl.[Na+].C([O-])(O)=O.[Na+].[CH3:26][CH2:27][O:28][C:29]([CH3:31])=[O:30].[C:32]1(C)[CH:37]=[CH:36]C=[CH:34][CH:33]=1.